From a dataset of Forward reaction prediction with 1.9M reactions from USPTO patents (1976-2016). Predict the product of the given reaction. (1) Given the reactants [F:1][C:2]1[CH:11]=[CH:10][C:9]([OH:12])=[C:8]2[C:3]=1[CH:4]=[CH:5][CH:6]=[N:7]2.[S:13](O[S:13]([C:16]([F:19])([F:18])[F:17])(=[O:15])=[O:14])([C:16]([F:19])([F:18])[F:17])(=[O:15])=[O:14], predict the reaction product. The product is: [F:1][C:2]1[CH:11]=[CH:10][C:9]([O:12][S:13]([C:16]([F:19])([F:18])[F:17])(=[O:15])=[O:14])=[C:8]2[C:3]=1[CH:4]=[CH:5][CH:6]=[N:7]2. (2) Given the reactants [CH:1]([C:3]1[CH:8]=[C:7]([NH:9][C:10]2[N:15]=[CH:14][N:13]=[C:12]([NH:16][C:17]([CH:19]3[CH2:21][CH2:20]3)=[O:18])[CH:11]=2)[C:6](=[O:22])[N:5]2[C:23]3([CH2:31][CH2:30][CH2:29][CH2:28][CH2:27]3)[NH:24][C:25](=[O:26])[C:4]=12)=[O:2], predict the reaction product. The product is: [OH:2][CH2:1][C:3]1[CH:8]=[C:7]([NH:9][C:10]2[N:15]=[CH:14][N:13]=[C:12]([NH:16][C:17]([CH:19]3[CH2:20][CH2:21]3)=[O:18])[CH:11]=2)[C:6](=[O:22])[N:5]2[C:23]3([CH2:31][CH2:30][CH2:29][CH2:28][CH2:27]3)[NH:24][C:25](=[O:26])[C:4]=12. (3) Given the reactants [C:1]1([CH3:26])[CH:6]=[CH:5][CH:4]=[C:3]([N:7]2[CH:12]=[CH:11][C:10]([CH2:13][CH2:14][CH2:15][CH2:16][CH2:17][C:18]3[N:19]=[N:20][NH:21][CH:22]=3)=[C:9]([O:23]C)[C:8]2=[S:25])[CH:2]=1.B(Br)(Br)Br, predict the reaction product. The product is: [C:1]1([CH3:26])[CH:6]=[CH:5][CH:4]=[C:3]([N:7]2[CH:12]=[CH:11][C:10]([CH2:13][CH2:14][CH2:15][CH2:16][CH2:17][C:18]3[N:19]=[N:20][NH:21][CH:22]=3)=[C:9]([OH:23])[C:8]2=[S:25])[CH:2]=1. (4) The product is: [CH2:1]([CH:3]([C:6]1[C:14]2[NH:13][C:12](=[O:15])[N:11]([C:16]([O:18][C:19]([CH3:22])([CH3:21])[CH3:20])=[O:17])[C:10]=2[CH:9]=[CH:8][CH:7]=1)[CH2:4][CH3:5])[CH3:2]. Given the reactants [CH2:1]([CH:3]([C:6]1[C:14]2[NH:13][C:12](=[O:15])[NH:11][C:10]=2[CH:9]=[CH:8][CH:7]=1)[CH2:4][CH3:5])[CH3:2].[C:16](O[C:16]([O:18][C:19]([CH3:22])([CH3:21])[CH3:20])=[O:17])([O:18][C:19]([CH3:22])([CH3:21])[CH3:20])=[O:17], predict the reaction product.